This data is from Forward reaction prediction with 1.9M reactions from USPTO patents (1976-2016). The task is: Predict the product of the given reaction. (1) The product is: [CH3:15][CH2:14][CH2:13][CH2:12][C:16]1[CH:17]=[C:18]([C:2]2[CH:9]=[CH:8][CH:7]=[C:4]([C:5]#[N:6])[C:3]=2[C:10]#[N:11])[CH:19]=[CH:20][CH:21]=1. Given the reactants Cl[C:2]1[CH:9]=[CH:8][CH:7]=[C:4]([C:5]#[N:6])[C:3]=1[C:10]#[N:11].[CH2:12]([C:16]1[CH:21]=[CH:20][C:19](B(O)O)=[CH:18][CH:17]=1)[CH2:13][CH2:14][CH3:15].[F-].[Cs+], predict the reaction product. (2) The product is: [C:1]([O:5][C:6]([N:8]1[CH2:13][CH2:12][N:11]([C:14]2[CH:19]=[CH:18][CH:17]=[CH:16][C:15]=2[O:20][CH:21]2[CH2:22][N:23]([CH3:25])[CH2:24]2)[CH2:10][CH2:9]1)=[O:7])([CH3:4])([CH3:2])[CH3:3]. Given the reactants [C:1]([O:5][C:6]([N:8]1[CH2:13][CH2:12][N:11]([C:14]2[CH:19]=[CH:18][CH:17]=[CH:16][C:15]=2[O:20][CH:21]2[CH2:24][NH:23][CH2:22]2)[CH2:10][CH2:9]1)=[O:7])([CH3:4])([CH3:3])[CH3:2].[C:25](O)(=O)C.C=O.C(O[BH-](OC(=O)C)OC(=O)C)(=O)C.[Na+], predict the reaction product. (3) Given the reactants [CH2:1]([O:5][CH:6]1[CH2:11][CH2:10][CH2:9][CH2:8][C:7]1=O)[CH2:2][CH:3]=[CH2:4].[CH2:13]1COCC1, predict the reaction product. The product is: [CH2:1]([O:5][CH:6]1[CH2:11][CH2:10][CH2:9][CH2:8][C:7]1=[CH2:13])[CH2:2][CH:3]=[CH2:4].